Dataset: Catalyst prediction with 721,799 reactions and 888 catalyst types from USPTO. Task: Predict which catalyst facilitates the given reaction. Reactant: [C:1]([C:3]1[S:7][C:6]([N:8]2[CH2:13][CH2:12][N:11]([C:14]([O:16][C:17]([CH3:20])([CH3:19])[CH3:18])=[O:15])[CH2:10][CH2:9]2)=[N:5][CH:4]=1)#[N:2].[N-:21]=[N+:22]=[N-:23].[Na+].[Cl-].[NH4+].Cl. Product: [N:2]1[NH:21][N:22]=[N:23][C:1]=1[C:3]1[S:7][C:6]([N:8]2[CH2:13][CH2:12][N:11]([C:14]([O:16][C:17]([CH3:20])([CH3:19])[CH3:18])=[O:15])[CH2:10][CH2:9]2)=[N:5][CH:4]=1. The catalyst class is: 127.